This data is from Catalyst prediction with 721,799 reactions and 888 catalyst types from USPTO. The task is: Predict which catalyst facilitates the given reaction. (1) Reactant: [OH-].[Na+].C([O:6][C:7]1[CH:40]=[CH:39][C:38]([Cl:41])=[CH:37][C:8]=1[C:9]([NH:11][C@H:12]([C:20](=[O:36])[NH:21][C:22]1[CH:27]=[C:26]([C:28]([F:31])([F:30])[F:29])[CH:25]=[C:24]([C:32]([F:35])([F:34])[F:33])[CH:23]=1)[CH2:13][C:14]1[CH:19]=[CH:18][CH:17]=[CH:16][CH:15]=1)=[O:10])(=O)C.Cl. Product: [Cl:41][C:38]1[CH:39]=[CH:40][C:7]([OH:6])=[C:8]([CH:37]=1)[C:9]([NH:11][C@H:12]([C:20](=[O:36])[NH:21][C:22]1[CH:27]=[C:26]([C:28]([F:29])([F:31])[F:30])[CH:25]=[C:24]([C:32]([F:33])([F:34])[F:35])[CH:23]=1)[CH2:13][C:14]1[CH:15]=[CH:16][CH:17]=[CH:18][CH:19]=1)=[O:10]. The catalyst class is: 111. (2) Reactant: [Cl:1][C:2]1[CH:7]=[CH:6][C:5]([SH:8])=[CH:4][CH:3]=1.Br[CH2:10][CH2:11][CH2:12][C:13]([OH:15])=[O:14].[OH-].[K+]. The catalyst class is: 7. Product: [Cl:1][C:2]1[CH:7]=[CH:6][C:5]([S:8][CH2:10][CH2:11][CH2:12][C:13]([OH:15])=[O:14])=[CH:4][CH:3]=1. (3) Reactant: [C:1](O)([C:3](F)(F)F)=[O:2].[O:8]=[C:9]1[NH:13][CH2:12][C@H:11]([C@H:14]([O:16][C:17]2[C:18]3[N:19]([N:35]=[CH:36][C:37]=3[C:38]#[N:39])[CH:20]=[C:21]([C:23]3[CH:28]=[CH:27][C:26]([N:29]4[CH2:34][CH2:33][NH:32][CH2:31][CH2:30]4)=[CH:25][CH:24]=3)[N:22]=2)[CH3:15])[CH2:10]1.CCN(CC)CC.C(OC(=O)C)(=O)C. Product: [C:1]([N:32]1[CH2:31][CH2:30][N:29]([C:26]2[CH:25]=[CH:24][C:23]([C:21]3[N:22]=[C:17]([O:16][C@@H:14]([C@@H:11]4[CH2:10][C:9](=[O:8])[NH:13][CH2:12]4)[CH3:15])[C:18]4[N:19]([N:35]=[CH:36][C:37]=4[C:38]#[N:39])[CH:20]=3)=[CH:28][CH:27]=2)[CH2:34][CH2:33]1)(=[O:2])[CH3:3]. The catalyst class is: 2. (4) Reactant: C(=O)([O-])[O-].[K+].[K+].[F:7][C:8]1[CH:15]=[C:14]([O:16][CH3:17])[C:13]([O:18][CH3:19])=[CH:12][C:9]=1[CH2:10]Cl.[O:20]=[C:21]1[NH:26][C:25]2[CH:27]=[C:28]([C:30]3[CH:35]=[CH:34][CH:33]=[CH:32][CH:31]=3)[S:29][C:24]=2[C:23](=[O:36])[N:22]1[CH:37]1[CH2:42][CH2:41][N:40]([C:43]([O:45][C:46]([CH3:49])([CH3:48])[CH3:47])=[O:44])[CH2:39][CH2:38]1. Product: [F:7][C:8]1[CH:15]=[C:14]([O:16][CH3:17])[C:13]([O:18][CH3:19])=[CH:12][C:9]=1[CH2:10][N:26]1[C:25]2[CH:27]=[C:28]([C:30]3[CH:35]=[CH:34][CH:33]=[CH:32][CH:31]=3)[S:29][C:24]=2[C:23](=[O:36])[N:22]([CH:37]2[CH2:42][CH2:41][N:40]([C:43]([O:45][C:46]([CH3:48])([CH3:47])[CH3:49])=[O:44])[CH2:39][CH2:38]2)[C:21]1=[O:20]. The catalyst class is: 3. (5) Reactant: [CH3:1][C:2]1[N:3]=[C:4]2[CH:12]=[CH:11][CH:10]=[C:9]3[N:5]2[C:6]=1[C:7](=[O:31])[N:8]3[CH2:13][CH2:14][C:15]([CH3:30])([CH3:29])[CH2:16][CH2:17][N:18]1C(=O)C2=CC=CC=C2C1=O. Product: [CH3:1][C:2]1[N:3]=[C:4]2[CH:12]=[CH:11][CH:10]=[C:9]3[N:5]2[C:6]=1[C:7](=[O:31])[N:8]3[CH2:13][CH2:14][C:15]([CH3:29])([CH3:30])[CH2:16][CH2:17][NH2:18]. The catalyst class is: 8.